This data is from Forward reaction prediction with 1.9M reactions from USPTO patents (1976-2016). The task is: Predict the product of the given reaction. (1) Given the reactants [CH2:1]([NH:3][C:4]([NH:6][C:7]1[CH:12]=[CH:11][C:10]([C:13]2[N:14]=[C:15]([N:23]3[CH2:28][CH2:27][O:26][CH2:25][C@@H:24]3[CH3:29])[C:16]3[CH2:22][NH:21][CH2:20][CH2:19][C:17]=3[N:18]=2)=[CH:9][CH:8]=1)=[O:5])[CH3:2].Cl.[CH3:31][N:32]([CH3:38])[CH2:33][CH2:34][C:35](O)=[O:36], predict the reaction product. The product is: [CH3:31][N:32]([CH3:38])[CH2:33][CH2:34][C:35]([N:21]1[CH2:20][CH2:19][C:17]2[N:18]=[C:13]([C:10]3[CH:11]=[CH:12][C:7]([NH:6][C:4]([NH:3][CH2:1][CH3:2])=[O:5])=[CH:8][CH:9]=3)[N:14]=[C:15]([N:23]3[CH2:28][CH2:27][O:26][CH2:25][C@@H:24]3[CH3:29])[C:16]=2[CH2:22]1)=[O:36]. (2) The product is: [Cl:8][C:5]1[N:4]=[C:3]([NH:9][CH2:10][C:11]([CH3:14])([CH3:13])[CH3:12])[C:2]([CH:20]=[O:22])=[CH:7][N:6]=1. Given the reactants Br[C:2]1[C:3]([NH:9][CH2:10][C:11]([CH3:14])([CH3:13])[CH3:12])=[N:4][C:5]([Cl:8])=[N:6][CH:7]=1.C([Li])CCC.[CH2:20]([O:22]C=O)C, predict the reaction product. (3) Given the reactants [CH3:1][C:2]([P:8]([OH:11])([OH:10])=[O:9])([P:4]([OH:7])([OH:6])=[O:5])[OH:3].[CH2:12]([OH:15])[CH2:13][OH:14], predict the reaction product. The product is: [CH3:1][C:2]([P:8]([OH:11])([OH:10])=[O:9])([P:4]([OH:7])([OH:6])=[O:5])[OH:3].[CH2:12]([OH:15])[CH2:13][OH:14]. (4) The product is: [CH:7]([CH:6]1[CH2:12][CH:1]([OH:5])[CH2:2][CH2:3][O:10]1)([CH3:9])[CH3:8]. Given the reactants [CH2:1]([OH:5])[CH2:2][CH:3]=C.[CH:6](=[O:10])[CH:7]([CH3:9])[CH3:8].F[C:12](F)(F)C(O)=O.C(=O)([O-])[O-].[K+].[K+], predict the reaction product. (5) Given the reactants C[O:2][C:3](=O)[CH2:4][C@@H:5]([N:8]([CH2:27][C:28]1[CH:33]=[CH:32][C:31]([F:34])=[CH:30][CH:29]=1)[C:9](=[O:26])[CH2:10][C:11]1[N:12]=[S:13]([CH3:25])(=[O:24])[C:14]2[CH:20]=[C:19]([N+:21]([O-:23])=[O:22])[CH:18]=[CH:17][C:15]=2[N:16]=1)[CH2:6][CH3:7].[O-]CC.[Na+], predict the reaction product. The product is: [CH2:6]([C@@H:5]1[N:8]([CH2:27][C:28]2[CH:29]=[CH:30][C:31]([F:34])=[CH:32][CH:33]=2)[C:9](=[O:26])[C:10]([C:11]2[N:12]=[S:13]([CH3:25])(=[O:24])[C:14]3[CH:20]=[C:19]([N+:21]([O-:23])=[O:22])[CH:18]=[CH:17][C:15]=3[N:16]=2)=[C:3]([OH:2])[CH2:4]1)[CH3:7]. (6) Given the reactants [CH:1]([C:3]1[CH:12]=[N:11][C:6]2=[N:7][CH:8]=[CH:9][N:10]=[C:5]2[CH:4]=1)=C.CC([OH:17])(C)C.I([O-])(=O)(=O)=O.[Na+], predict the reaction product. The product is: [N:10]1[CH:9]=[CH:8][N:7]=[C:6]2[N:11]=[CH:12][C:3]([CH:1]=[O:17])=[CH:4][C:5]=12. (7) Given the reactants [F:1][C:2]([F:15])([F:14])[C:3]1[CH:13]=[CH:12][C:6](/[CH:7]=[CH:8]/[C:9]([OH:11])=O)=[CH:5][CH:4]=1.ClC(N(C)C)=C(C)C.[CH2:24]([N:31]1[CH2:36][CH2:35][N:34]([C:37](=[O:57])[C@@H:38]([NH:46][CH2:47][C:48]2[CH:49]=[C:50]3[C:54](=[CH:55][CH:56]=2)[NH:53][CH:52]=[CH:51]3)[CH2:39][C:40]2[CH:45]=[CH:44][CH:43]=[CH:42][CH:41]=2)[CH2:33][CH2:32]1)[C:25]1[CH:30]=[CH:29][CH:28]=[CH:27][CH:26]=1, predict the reaction product. The product is: [CH2:39]([C@H:38]([N:46]([CH2:47][C:48]1[CH:49]=[C:50]2[C:54](=[CH:55][CH:56]=1)[NH:53][CH:52]=[CH:51]2)[C:9](=[O:11])[CH:8]=[CH:7][C:6]1[CH:5]=[CH:4][C:3]([C:2]([F:1])([F:15])[F:14])=[CH:13][CH:12]=1)[C:37]([N:34]1[CH2:33][CH2:32][N:31]([CH2:24][C:25]2[CH:30]=[CH:29][CH:28]=[CH:27][CH:26]=2)[CH2:36][CH2:35]1)=[O:57])[C:40]1[CH:45]=[CH:44][CH:43]=[CH:42][CH:41]=1.